From a dataset of Reaction yield outcomes from USPTO patents with 853,638 reactions. Predict the reaction yield, written as a fraction of the theoretical maximum amount of product (1.0 means a 100% yield; for example, 0.34 means a 34% yield). (1) The reactants are [CH3:1][O:2][C:3]1[CH:12]=[C:11]2[C:6]([C:7]([O:13][C:14]3[CH:19]=[CH:18][C:17]([N+:20]([O-])=O)=[CH:16][N:15]=3)=[CH:8][CH:9]=[N:10]2)=[CH:5][C:4]=1[C:23]([NH2:25])=[O:24].[Cl-].[NH4+].O.C(OCC)(=O)C. The catalyst is C(O)C.[Fe].CO. The product is [NH2:20][C:17]1[CH:18]=[CH:19][C:14]([O:13][C:7]2[C:6]3[C:11](=[CH:12][C:3]([O:2][CH3:1])=[C:4]([C:23]([NH2:25])=[O:24])[CH:5]=3)[N:10]=[CH:9][CH:8]=2)=[N:15][CH:16]=1. The yield is 0.720. (2) The product is [NH:6]1[C:7]2[CH2:8][CH2:9][CH2:10][CH2:11][C:12]=2[CH:13]=[C:5]1[C:3]([O:4][CH2:17][CH3:18])=[O:22]. The yield is 1.00. The reactants are ClC(Cl)(Cl)[C:3]([C:5]1[NH:6][C:7]2[CH2:8][CH2:9][CH2:10][CH2:11][C:12]=2[CH:13]=1)=[O:4].[O-][CH2:17][CH3:18].[Na+].C([OH:22])C. No catalyst specified. (3) The reactants are CS(O[CH:6]1[CH2:11][CH2:10][N:9]([C:12]([O:14][C:15]([CH3:18])([CH3:17])[CH3:16])=[O:13])[CH2:8][CH2:7]1)(=O)=O.[CH3:19][S-:20].[Na+]. The catalyst is CO. The product is [CH3:19][S:20][CH:6]1[CH2:7][CH2:8][N:9]([C:12]([O:14][C:15]([CH3:16])([CH3:17])[CH3:18])=[O:13])[CH2:10][CH2:11]1. The yield is 0.580. (4) The reactants are Br[CH2:2][CH2:3][O:4][C:5]1[CH:10]=[CH:9][C:8]([C:11]2[S:12][CH:13]=[C:14]([CH2:16][CH3:17])[N:15]=2)=[CH:7][C:6]=1[CH2:18][CH2:19][CH3:20].[CH2:21]([O:23][C:24](=[O:36])[CH2:25][C@H:26]1[C:34]2[C:29](=[CH:30][C:31]([OH:35])=[CH:32][CH:33]=2)[CH2:28][CH2:27]1)[CH3:22].O.C([O-])([O-])=O.[Cs+].[Cs+]. The catalyst is CN(C=O)C. The product is [CH2:21]([O:23][C:24](=[O:36])[CH2:25][C@H:26]1[C:34]2[C:29](=[CH:30][C:31]([O:35][CH2:2][CH2:3][O:4][C:5]3[CH:10]=[CH:9][C:8]([C:11]4[S:12][CH:13]=[C:14]([CH2:16][CH3:17])[N:15]=4)=[CH:7][C:6]=3[CH2:18][CH2:19][CH3:20])=[CH:32][CH:33]=2)[CH2:28][CH2:27]1)[CH3:22]. The yield is 0.410. (5) The reactants are [CH3:1][N:2]1[CH2:11][CH2:10][C:9]2[C:4](=[C:5]([N+:13]([O-:15])=O)[C:6]([NH2:12])=[CH:7][CH:8]=2)[CH2:3]1.[N:16]#[C:17][NH2:18].[CH]Cl.[OH-].[Na+]. The catalyst is O. The product is [CH3:1][N:2]1[CH2:11][CH2:10][C:9]2[CH:8]=[CH:7][C:6]3[N:12]=[C:17]([NH2:18])[N:16]=[N+:13]([O-:15])[C:5]=3[C:4]=2[CH2:3]1. The yield is 0.630. (6) The reactants are [CH3:1][N:2]1[C:10]2[CH:9]=[CH:8][CH:7]=[C:6]([C:11]#[N:12])[C:5]=2[CH:4]=[CH:3]1.C([O-])(=O)C.[Cs+].I[C:19]1[CH:24]=[CH:23][CH:22]=[CH:21][CH:20]=1. The catalyst is CN(C)C(=O)C.ClCCl.CC(O)=O.CC(O)=O.[Pd].C1(P(C2C=CC=CC=2)C2C=CC=CC=2)C=CC=CC=1. The product is [CH3:1][N:2]1[C:10]2[CH:9]=[CH:8][CH:7]=[C:6]([C:11]#[N:12])[C:5]=2[CH:4]=[C:3]1[C:19]1[CH:24]=[CH:23][CH:22]=[CH:21][CH:20]=1. The yield is 0.350. (7) The reactants are [OH:1][C:2]1[CH:11]=[C:10]2[C:5]([C:6](=O)[CH2:7][C:8]([CH3:13])([CH3:12])[O:9]2)=[CH:4][CH:3]=1.Cl. The catalyst is CO.[Zn]. The product is [CH3:12][C:8]1([CH3:13])[CH2:7][CH2:6][C:5]2[C:10](=[CH:11][C:2]([OH:1])=[CH:3][CH:4]=2)[O:9]1. The yield is 0.620. (8) The reactants are [CH:1]([C:3]1[CH:7]=[CH:6][N:5]([C:8]2[CH:13]=[CH:12][CH:11]=[CH:10][C:9]=2[OH:14])[CH:4]=1)=O.C([N:17](CC)CC)C.Cl.NO. The catalyst is C(OC(=O)C)(=O)C. The product is [C:1]([C:3]1[CH:7]=[CH:6][N:5]([C:8]2[CH:13]=[CH:12][CH:11]=[CH:10][C:9]=2[OH:14])[CH:4]=1)#[N:17]. The yield is 0.920. (9) The reactants are [OH:1][C:2]1([C:9]2[S:10][CH:11]=[CH:12][N:13]=2)[CH2:7][CH2:6][C:5](=O)[CH2:4][CH2:3]1.[O:14]=[C:15]([NH:30][CH2:31][C:32](=O)[NH:33][C@@H:34]1[CH2:38]CNC1)[CH2:16][NH:17][C:18](=[O:29])[C:19]1[CH:24]=[CH:23][CH:22]=[C:21]([C:25]([F:28])([F:27])[F:26])[CH:20]=1.[BH-](OC(C)=O)(OC(C)=O)OC(C)=O.[Na+]. The catalyst is CC(O)=O.C(Cl)Cl.CCOC(C)=O. The product is [OH:1][C:2]1([C:9]2[S:10][CH:11]=[CH:12][N:13]=2)[CH2:7][CH2:6][CH:5]([N:33]2[CH2:34][CH2:38][C@@H:31]([NH:30][C:15](=[O:14])[CH2:16][NH:17][C:18](=[O:29])[C:19]3[CH:24]=[CH:23][CH:22]=[C:21]([C:25]([F:28])([F:27])[F:26])[CH:20]=3)[CH2:32]2)[CH2:4][CH2:3]1. The yield is 0.900.